Dataset: Catalyst prediction with 721,799 reactions and 888 catalyst types from USPTO. Task: Predict which catalyst facilitates the given reaction. (1) Reactant: [O:1]=[C:2]1[CH2:11][O:10][C:9]2[CH:8]=[C:7]3[NH:12][C:13]([C:15]([OH:17])=O)=[CH:14][C:6]3=[CH:5][C:4]=2[NH:3]1.[CH2:18]([CH:25]1[CH2:30][CH2:29][NH:28][CH2:27][CH2:26]1)[C:19]1[CH:24]=[CH:23][CH:22]=[CH:21][CH:20]=1. Product: [CH2:18]([CH:25]1[CH2:30][CH2:29][N:28]([C:15]([C:13]2[NH:12][C:7]3=[CH:8][C:9]4[O:10][CH2:11][C:2](=[O:1])[NH:3][C:4]=4[CH:5]=[C:6]3[CH:14]=2)=[O:17])[CH2:27][CH2:26]1)[C:19]1[CH:24]=[CH:23][CH:22]=[CH:21][CH:20]=1. The catalyst class is: 27. (2) The catalyst class is: 185. Product: [C:1]([O:5][C:6](=[O:34])[NH:7][C:8]1([C:12]2[CH:17]=[CH:16][C:15]([C:18]3[N:19]=[C:20]4[CH:25]=[C:24]([N:35]5[CH:39]=[CH:38][CH:37]=[N:36]5)[CH:23]=[CH:22][N:21]4[C:27]=3[C:28]3[CH:33]=[CH:32][CH:31]=[CH:30][CH:29]=3)=[CH:14][CH:13]=2)[CH2:11][CH2:10][CH2:9]1)([CH3:4])([CH3:3])[CH3:2]. Reactant: [C:1]([O:5][C:6](=[O:34])[NH:7][C:8]1([C:12]2[CH:17]=[CH:16][C:15]([C:18]3[N:19]=[C:20]4[CH:25]=[C:24](Br)[CH:23]=[CH:22][N:21]4[C:27]=3[C:28]3[CH:33]=[CH:32][CH:31]=[CH:30][CH:29]=3)=[CH:14][CH:13]=2)[CH2:11][CH2:10][CH2:9]1)([CH3:4])([CH3:3])[CH3:2].[NH:35]1[CH:39]=[CH:38][CH:37]=[N:36]1.P([O-])([O-])([O-])=O.[K+].[K+].[K+].C(N)CN.[Br-]. (3) Reactant: [Br:1][C:2]1[CH:8]=[CH:7][C:5]([NH2:6])=[CH:4][C:3]=1[F:9].[S-:10][C:11]#[N:12].[NH4+].BrBr. Product: [Br:1][C:2]1[C:3]([F:9])=[CH:4][C:5]2[N:6]=[C:11]([NH2:12])[S:10][C:7]=2[CH:8]=1. The catalyst class is: 52. (4) Reactant: [OH:1][CH2:2][CH:3]1[CH2:8][CH2:7][CH:6]([OH:9])[CH2:5][CH2:4]1.[C:10]1([C:16](Cl)([C:23]2[CH:28]=[CH:27][CH:26]=[CH:25][CH:24]=2)[C:17]2[CH:22]=[CH:21][CH:20]=[CH:19][CH:18]=2)[CH:15]=[CH:14][CH:13]=[CH:12][CH:11]=1. Product: [C:16]([O:1][CH2:2][CH:3]1[CH2:8][CH2:7][CH:6]([OH:9])[CH2:5][CH2:4]1)([C:10]1[CH:15]=[CH:14][CH:13]=[CH:12][CH:11]=1)([C:23]1[CH:24]=[CH:25][CH:26]=[CH:27][CH:28]=1)[C:17]1[CH:18]=[CH:19][CH:20]=[CH:21][CH:22]=1. The catalyst class is: 17. (5) Reactant: [Cl:1][C:2]1[CH:3]=[C:4]2[C:9](=[C:10]([Cl:12])[CH:11]=1)[S:8][CH2:7][CH2:6][C:5]2([C:14]([OH:16])=[O:15])[OH:13].CCCCCCC.C(OCC)(=O)C. Product: [Cl:1][C:2]1[CH:3]=[C:4]2[C:9](=[C:10]([Cl:12])[CH:11]=1)[S:8][CH2:7][CH2:6][C@@:5]2([C:14]([OH:16])=[O:15])[OH:13]. The catalyst class is: 106. (6) Reactant: [CH3:1][O:2][C:3](=[O:16])[C:4]1[C:9]([CH3:10])=[CH:8][C:7]([Cl:11])=[CH:6][C:5]=1[C:12]([F:15])([F:14])[F:13].[Br:17]NC(=O)CCC(N)=O.C(OOC(=O)C1C=CC=CC=1)(=O)C1C=CC=CC=1. Product: [CH3:1][O:2][C:3](=[O:16])[C:4]1[C:5]([C:12]([F:14])([F:13])[F:15])=[CH:6][C:7]([Cl:11])=[CH:8][C:9]=1[CH2:10][Br:17]. The catalyst class is: 53. (7) Reactant: [CH3:1][O:2][CH2:3][CH2:4][CH2:5][NH2:6].[S:7](N)([NH2:10])(=[O:9])=[O:8]. Product: [CH3:1][O:2][CH2:3][CH2:4][CH2:5][NH:6][S:7](=[O:9])(=[O:8])[NH2:10]. The catalyst class is: 7.